This data is from Forward reaction prediction with 1.9M reactions from USPTO patents (1976-2016). The task is: Predict the product of the given reaction. (1) Given the reactants Cl[C:2]1[CH:11]=[CH:10][C:5]([C:6]([O:8][CH3:9])=[O:7])=[CH:4][C:3]=1[S:12]([CH3:15])(=[O:14])=[O:13].[C:16]1([CH3:25])[CH:21]=[CH:20][CH:19]=[CH:18][C:17]=1B(O)O.C1(P(C2CCCCC2)C2C=CC=CC=2C2C(OC)=CC=CC=2OC)CCCCC1.[F-].[K+], predict the reaction product. The product is: [CH3:25][C:16]1[CH:21]=[CH:20][CH:19]=[CH:18][C:17]=1[C:2]1[CH:11]=[CH:10][C:5]([C:6]([O:8][CH3:9])=[O:7])=[CH:4][C:3]=1[S:12]([CH3:15])(=[O:14])=[O:13]. (2) Given the reactants CC1C=CC(S(O[CH2:12][CH:13]2[CH2:17][C:16]3[CH:18]=[CH:19][CH:20]=[C:21]([C:22]4[C:27]([Cl:28])=[CH:26][CH:25]=[CH:24][C:23]=4[Cl:29])[C:15]=3[O:14]2)(=O)=O)=CC=1.[N-:30]=[N+:31]=[N-:32].[Na+], predict the reaction product. The product is: [Cl:29][C:23]1[CH:24]=[CH:25][CH:26]=[C:27]([Cl:28])[C:22]=1[C:21]1[C:15]2[O:14][CH:13]([CH2:12][N:30]=[N+:31]=[N-:32])[CH2:17][C:16]=2[CH:18]=[CH:19][CH:20]=1.